Dataset: Full USPTO retrosynthesis dataset with 1.9M reactions from patents (1976-2016). Task: Predict the reactants needed to synthesize the given product. (1) Given the product [Cl:1][C:2]1[CH:28]=[CH:27][C:5]([CH2:6][N:7]2[C:15]3[C:10](=[CH:11][C:12]([CH:16]=[C:17]4[S:21][C:20]([N:33]5[CH2:37][CH2:36][CH2:35][CH2:34]5)=[N:19][C:18]4=[O:26])=[CH:13][CH:14]=3)[CH:9]=[N:8]2)=[C:4]([C:29]([F:32])([F:31])[F:30])[CH:3]=1, predict the reactants needed to synthesize it. The reactants are: [Cl:1][C:2]1[CH:28]=[CH:27][C:5]([CH2:6][N:7]2[C:15]3[C:10](=[CH:11][C:12]([CH:16]=[C:17]4[S:21][C:20](SCCC)=[N:19][C:18]4=[O:26])=[CH:13][CH:14]=3)[CH:9]=[N:8]2)=[C:4]([C:29]([F:32])([F:31])[F:30])[CH:3]=1.[NH:33]1[CH2:37][CH2:36][CH2:35][CH2:34]1. (2) Given the product [NH2:1][C:2]1[N:6]([CH3:7])[C:5](=[O:8])[C:4]([C:15]2[CH:16]=[C:17]([C:29]3[CH:28]=[CH:27][CH:26]=[C:25]([O:24][CH3:23])[CH:30]=3)[C:18]([OH:21])=[CH:19][CH:20]=2)([C:9]2[CH:14]=[CH:13][CH:12]=[CH:11][CH:10]=2)[N:3]=1, predict the reactants needed to synthesize it. The reactants are: [NH2:1][C:2]1[N:6]([CH3:7])[C:5](=[O:8])[C:4]([C:15]2[CH:20]=[CH:19][C:18]([OH:21])=[C:17](Br)[CH:16]=2)([C:9]2[CH:14]=[CH:13][CH:12]=[CH:11][CH:10]=2)[N:3]=1.[CH3:23][O:24][C:25]1[CH:26]=[C:27](B(O)O)[CH:28]=[CH:29][CH:30]=1. (3) Given the product [Cl:9][C:4]1[CH:3]=[C:2]([C:22]2([OH:25])[CH2:23][CH2:24][N:20]([C:13]([O:15][C:16]([CH3:18])([CH3:17])[CH3:19])=[O:14])[CH2:21]2)[CH:7]=[C:6]([F:8])[CH:5]=1, predict the reactants needed to synthesize it. The reactants are: Br[C:2]1[CH:7]=[C:6]([F:8])[CH:5]=[C:4]([Cl:9])[CH:3]=1.[Mg].II.[C:13]([N:20]1[CH2:24][CH2:23][C:22](=[O:25])[CH2:21]1)([O:15][C:16]([CH3:19])([CH3:18])[CH3:17])=[O:14]. (4) Given the product [O:6]1[C:7]2[CH:13]=[CH:12][CH:11]=[CH:10][C:8]=2[CH:9]=[C:5]1[CH2:4][NH2:1], predict the reactants needed to synthesize it. The reactants are: [N:1]([CH2:4][C:5]1[O:6][C:7]2[CH:13]=[CH:12][CH:11]=[CH:10][C:8]=2[CH:9]=1)=[N+]=[N-]. (5) The reactants are: [CH3:1][NH:2][CH3:3].[CH2:4]([C:11]1([CH2:18][N:19]([CH3:21])[CH3:20])[CH2:16][CH2:15][C:14](=O)[CH2:13][CH2:12]1)[C:5]1[CH:10]=[CH:9][CH:8]=[CH:7][CH:6]=1.[C-:22]#[N:23].[K+].Cl. Given the product [CH2:4]([C:11]1([CH2:18][N:19]([CH3:21])[CH3:20])[CH2:16][CH2:15][C:14]([N:2]([CH3:3])[CH3:1])([C:22]#[N:23])[CH2:13][CH2:12]1)[C:5]1[CH:10]=[CH:9][CH:8]=[CH:7][CH:6]=1, predict the reactants needed to synthesize it.